From a dataset of Reaction yield outcomes from USPTO patents with 853,638 reactions. Predict the reaction yield, written as a fraction of the theoretical maximum amount of product (1.0 means a 100% yield; for example, 0.34 means a 34% yield). (1) The reactants are [CH2:1]([O:3][C:4]([C:6]([C:9]1[N:10](C(OC(C)(C)C)=O)[C:11]2[C:16]([CH:17]=1)=[CH:15][CH:14]=[CH:13][CH:12]=2)([CH3:8])[CH3:7])=[O:5])[CH3:2]. The catalyst is ClCCl.C(O)(C(F)(F)F)=O. The product is [NH:10]1[C:11]2[C:16](=[CH:15][CH:14]=[CH:13][CH:12]=2)[CH:17]=[C:9]1[C:6]([CH3:7])([CH3:8])[C:4]([O:3][CH2:1][CH3:2])=[O:5]. The yield is 0.780. (2) The yield is 0.710. The product is [Cl:1][C:2]1[CH:3]=[N:4][N:5]([CH3:17])[C:6]=1[C:7]1[CH:8]=[C:9]([C:14]([NH:27][C@@H:28]([CH2:41][C:42]2[CH:47]=[CH:46][CH:45]=[CH:44][C:43]=2[C:48]([F:51])([F:49])[F:50])[CH2:29][N:30]2[C:38](=[O:39])[C:37]3[C:32](=[CH:33][CH:34]=[CH:35][CH:36]=3)[C:31]2=[O:40])=[O:16])[S:10][C:11]=1[CH2:12][CH3:13]. The catalyst is C(Cl)Cl. The reactants are [Cl:1][C:2]1[CH:3]=[N:4][N:5]([CH3:17])[C:6]=1[C:7]1[CH:8]=[C:9]([C:14]([OH:16])=O)[S:10][C:11]=1[CH2:12][CH3:13].C(N(CC)C(C)C)(C)C.[NH2:27][C@@H:28]([CH2:41][C:42]1[CH:47]=[CH:46][CH:45]=[CH:44][C:43]=1[C:48]([F:51])([F:50])[F:49])[CH2:29][N:30]1[C:38](=[O:39])[C:37]2[C:32](=[CH:33][CH:34]=[CH:35][CH:36]=2)[C:31]1=[O:40].F[P-](F)(F)(F)(F)F.Br[P+](N1CCCC1)(N1CCCC1)N1CCCC1. (3) The reactants are Br[CH2:2][C:3]([C:5]1[CH:10]=[CH:9][CH:8]=[C:7]([F:11])[CH:6]=1)=O.[NH2:12][C:13]([CH:15]1[CH2:20][CH2:19][N:18]([C:21]([O:23][C:24]([CH3:27])([CH3:26])[CH3:25])=[O:22])[CH2:17][CH2:16]1)=[S:14].C(=O)([O-])[O-].[K+].[K+].O. The catalyst is CN(C)C=O. The product is [F:11][C:7]1[CH:6]=[C:5]([C:3]2[N:12]=[C:13]([CH:15]3[CH2:20][CH2:19][N:18]([C:21]([O:23][C:24]([CH3:27])([CH3:26])[CH3:25])=[O:22])[CH2:17][CH2:16]3)[S:14][CH:2]=2)[CH:10]=[CH:9][CH:8]=1. The yield is 0.970. (4) The reactants are [CH3:1][C:2]1[O:3][C:4]2[CH:10]=[C:9]([CH:11]=[C:12]3[S:16][C:15](SC)=[N:14][C:13]3=[O:19])[CH:8]=[CH:7][C:5]=2[N:6]=1.[N:20]1([CH2:26][CH2:27][NH2:28])[CH2:25][CH2:24][CH2:23][CH2:22][CH2:21]1.C(OCC)C. The catalyst is C(O)C. The product is [CH3:1][C:2]1[O:3][C:4]2[CH:10]=[C:9]([CH:11]=[C:12]3[S:16][C:15](=[N:28][CH2:27][CH2:26][N:20]4[CH2:25][CH2:24][CH2:23][CH2:22][CH2:21]4)[NH:14][C:13]3=[O:19])[CH:8]=[CH:7][C:5]=2[N:6]=1. The yield is 0.530. (5) The reactants are Cl[C:2]1[N:7]=[C:6]([N:8]([CH3:10])[CH3:9])[CH:5]=[C:4]([CH3:11])[N:3]=1.Cl.[CH2:13]([O:15][C:16]([C@H:18]1[CH2:23][CH2:22][C@@H:21]([NH2:24])[CH2:20][CH2:19]1)=[O:17])[CH3:14].CCN(C(C)C)C(C)C. The catalyst is CC(O)C. The product is [CH2:13]([O:15][C:16]([C@H:18]1[CH2:23][CH2:22][C@@H:21]([NH:24][C:2]2[N:7]=[C:6]([N:8]([CH3:10])[CH3:9])[CH:5]=[C:4]([CH3:11])[N:3]=2)[CH2:20][CH2:19]1)=[O:17])[CH3:14]. The yield is 0.847. (6) The reactants are [CH3:1][O:2][C:3]1[C:11]([CH3:12])=[CH:10][C:6]([C:7]([OH:9])=[O:8])=[CH:5][C:4]=1[CH3:13].S(=O)(=O)(O)O.[C:19](=O)(O)[O-].[Na+]. The catalyst is CO. The product is [CH3:19][O:8][C:7](=[O:9])[C:6]1[CH:5]=[C:4]([CH3:13])[C:3]([O:2][CH3:1])=[C:11]([CH3:12])[CH:10]=1. The yield is 0.940. (7) The reactants are Br[C:2]1[N:3]=[C:4]2[C:10]([C:11](=[O:16])[C:12]([CH3:15])([CH3:14])[CH3:13])=[CH:9][N:8]([CH2:17][O:18][CH2:19][CH2:20][Si:21]([CH3:24])([CH3:23])[CH3:22])[C:5]2=[N:6][CH:7]=1.[CH3:25][NH:26][CH:27]1[CH2:31][CH2:30][CH2:29][CH2:28]1. The catalyst is CN1C(=O)CCC1. The product is [CH:27]1([N:26]([CH3:25])[C:2]2[N:3]=[C:4]3[C:10]([C:11](=[O:16])[C:12]([CH3:15])([CH3:14])[CH3:13])=[CH:9][N:8]([CH2:17][O:18][CH2:19][CH2:20][Si:21]([CH3:24])([CH3:23])[CH3:22])[C:5]3=[N:6][CH:7]=2)[CH2:31][CH2:30][CH2:29][CH2:28]1. The yield is 0.580. (8) The reactants are [OH:1][C:2]1[CH:19]=[CH:18][C:5]([C:6]2[C:15](=[O:16])[C:14]3[C:9](=[CH:10][C:11]([OH:17])=[CH:12][CH:13]=3)[O:8][CH:7]=2)=[CH:4][CH:3]=1.[F:20][C:21]1[CH:22]=[C:23]([C:36]([F:39])([F:38])[F:37])[CH:24]=[C:25]([C:27]2OC=[C:30]([CH2:32][CH2:33][CH2:34]I)[N:31]=2)[CH:26]=1.C(=O)([O-])[O-].[Cs+].[Cs+].CS(C)=O.[OH2:50]. No catalyst specified. The product is [F:20][C:21]1[CH:26]=[C:25]([C:27]2[O:50][C:32]([CH2:33][CH2:34][O:17][C:11]3[CH:10]=[C:9]4[C:14]([C:15](=[O:16])[C:6]([C:5]5[CH:18]=[CH:19][C:2]([OH:1])=[CH:3][CH:4]=5)=[CH:7][O:8]4)=[CH:13][CH:12]=3)=[CH:30][N:31]=2)[CH:24]=[C:23]([C:36]([F:38])([F:39])[F:37])[CH:22]=1. The yield is 0.760. (9) The reactants are [OH:1][CH:2]1[CH2:5][N:4]([C:6]2[S:7][CH:8]=[C:9]([C:11](=[O:32])[NH:12][CH:13]3[CH2:18][CH2:17][N:16]([C:19]([O:21][CH2:22][C:23]4[CH:28]=[CH:27][C:26]([N+:29]([O-:31])=[O:30])=[CH:25][CH:24]=4)=[O:20])[CH2:15][CH2:14]3)[N:10]=2)[CH2:3]1.[CH3:33][S:34](Cl)(=[O:36])=[O:35].C(N(CC)CC)C. The catalyst is C(Cl)Cl. The product is [CH3:33][S:34]([O:1][CH:2]1[CH2:3][N:4]([C:6]2[S:7][CH:8]=[C:9]([C:11](=[O:32])[NH:12][CH:13]3[CH2:18][CH2:17][N:16]([C:19]([O:21][CH2:22][C:23]4[CH:28]=[CH:27][C:26]([N+:29]([O-:31])=[O:30])=[CH:25][CH:24]=4)=[O:20])[CH2:15][CH2:14]3)[N:10]=2)[CH2:5]1)(=[O:36])=[O:35]. The yield is 0.930.